This data is from Forward reaction prediction with 1.9M reactions from USPTO patents (1976-2016). The task is: Predict the product of the given reaction. (1) Given the reactants [NH2:1][C@H:2]([C:4]1[N:9]([C:10]2[CH:15]=[CH:14][CH:13]=[CH:12][CH:11]=2)[C:8](=[O:16])[C:7]2=[C:17]([CH3:20])[CH:18]=[CH:19][N:6]2[N:5]=1)[CH3:3].[Br:21][C:22]1[C:30]2[C:29](Cl)=[N:28][CH:27]=[N:26][C:25]=2[N:24]([CH2:32][O:33][CH2:34][CH2:35][Si:36]([CH3:39])([CH3:38])[CH3:37])[CH:23]=1.[F-].[Cs+].C(N(CC)C(C)C)(C)C, predict the reaction product. The product is: [Br:21][C:22]1[C:30]2[C:29]([NH:1][C@H:2]([C:4]3[N:9]([C:10]4[CH:15]=[CH:14][CH:13]=[CH:12][CH:11]=4)[C:8](=[O:16])[C:7]4=[C:17]([CH3:20])[CH:18]=[CH:19][N:6]4[N:5]=3)[CH3:3])=[N:28][CH:27]=[N:26][C:25]=2[N:24]([CH2:32][O:33][CH2:34][CH2:35][Si:36]([CH3:39])([CH3:38])[CH3:37])[CH:23]=1. (2) Given the reactants [Cl:1][C:2]1[CH:7]=[CH:6][C:5]([C:8]2[C:12]([CH2:13][O:14][C:15]3[N:20]=[CH:19][C:18]([C:21]([N:23]4[CH2:28][CH2:27][S:26](=[O:30])(=[O:29])[CH2:25][CH2:24]4)=[O:22])=[CH:17][CH:16]=3)=[C:11]([CH3:31])[O:10][N:9]=2)=[CH:4][CH:3]=1.C1C=[N+]([C@@H]2[O:42][C@H](COP(OP(OC[C@H]3O[C@@H](N4C5N=CN=C(N)C=5N=C4)[C@H](OP(O)(O)=O)[C@@H]3O)(O)=O)(O)=O)[C@@H](O)[C@H]2O)C=C(C(N)=O)C=1.[Cl-].[Mg+2].[Cl-].C(#N)C, predict the reaction product. The product is: [Cl:1][C:2]1[CH:3]=[CH:4][C:5]([C:8]2[C:12]([CH2:13][O:14][C:15]3[N:20]=[CH:19][C:18]([C:21]([N:23]4[CH2:24][CH2:25][S:26](=[O:30])(=[O:29])[CH2:27][CH2:28]4)=[O:22])=[CH:17][CH:16]=3)=[C:11]([CH2:31][OH:42])[O:10][N:9]=2)=[CH:6][CH:7]=1. (3) Given the reactants [F:1][C:2]1[CH:3]=[CH:4][C:5]([O:38][CH3:39])=[C:6]([C:8]2[CH:13]=[CH:12][N:11]=[C:10]3[NH:14][C:15]([C:17]4[CH2:18][CH2:19][N:20]([C:23]([C@H:25]5[CH2:29][C@@H:28]([OH:30])[CH2:27][N:26]5C(OC(C)(C)C)=O)=[O:24])[CH2:21][CH:22]=4)=[CH:16][C:9]=23)[CH:7]=1.FC(F)(F)C(O)=O, predict the reaction product. The product is: [F:1][C:2]1[CH:3]=[CH:4][C:5]([O:38][CH3:39])=[C:6]([C:8]2[CH:13]=[CH:12][N:11]=[C:10]3[NH:14][C:15]([C:17]4[CH2:18][CH2:19][N:20]([C:23]([C@H:25]5[CH2:29][C@@H:28]([OH:30])[CH2:27][NH:26]5)=[O:24])[CH2:21][CH:22]=4)=[CH:16][C:9]=23)[CH:7]=1.